Dataset: Forward reaction prediction with 1.9M reactions from USPTO patents (1976-2016). Task: Predict the product of the given reaction. (1) Given the reactants [ClH:1].[C:2]1([CH2:8][CH2:9][C:10]#[N:11])[CH:7]=[CH:6][CH:5]=[CH:4][CH:3]=1.[CH3:12][OH:13], predict the reaction product. The product is: [ClH:1].[CH3:12][O:13][C:10](=[NH:11])[CH2:9][CH2:8][C:2]1[CH:7]=[CH:6][CH:5]=[CH:4][CH:3]=1. (2) The product is: [OH:1][CH:2]1[CH2:7][CH2:6][N:5]([CH2:8][CH:10]2[CH2:15][CH2:14][N:13]([CH:16]([C:22]3[CH:23]=[CH:24][CH:25]=[CH:26][CH:27]=3)[C:17]([O:19][CH2:20][CH3:21])=[O:18])[CH2:12][CH2:11]2)[CH2:4][CH2:3]1. Given the reactants [OH:1][CH:2]1[CH2:7][CH2:6][NH:5][CH2:4][CH2:3]1.[CH:8]([CH:10]1[CH2:15][CH2:14][N:13]([CH:16]([C:22]2[CH:27]=[CH:26][CH:25]=[CH:24][CH:23]=2)[C:17]([O:19][CH2:20][CH3:21])=[O:18])[CH2:12][CH2:11]1)=O.C(O[BH-](OC(=O)C)OC(=O)C)(=O)C.[Na+].C(=O)(O)[O-].[Na+], predict the reaction product. (3) Given the reactants C([O:4][C@@H:5]1[C@H:9]([O:10]C(=O)C)[C@@H:8]([CH2:14][O:15]C(=O)C)[O:7][C@H:6]1[N:19]1[CH:26]=[CH:25][C:23](=[O:24])[NH:22][C:20]1=[O:21])(=O)C, predict the reaction product. The product is: [C@@H:6]1([N:19]2[CH:26]=[CH:25][C:23](=[O:24])[NH:22][C:20]2=[O:21])[O:7][C@H:8]([CH2:14][OH:15])[C@@H:9]([OH:10])[C@H:5]1[OH:4]. (4) Given the reactants [O:1]1[CH:5]=[CH:4][CH:3]=[C:2]1[C:6]1[CH:11]=[C:10]([S:12]([CH3:14])=O)[N:9]=[C:8]([NH2:15])[N:7]=1.SC[CH2:18][C:19]1[CH:24]=[CH:23][CH:22]=[CH:21][N:20]=1.C1CCN2C(=NCCC2)CC1, predict the reaction product. The product is: [O:1]1[CH:5]=[CH:4][CH:3]=[C:2]1[C:6]1[CH:11]=[C:10]([S:12][CH2:14][CH2:18][C:19]2[CH:24]=[CH:23][CH:22]=[CH:21][N:20]=2)[N:9]=[C:8]([NH2:15])[N:7]=1. (5) Given the reactants Cl[C:2]1[N:7]=[C:6]([N:8]2[CH2:13][CH2:12][CH:11]([OH:14])[CH2:10][CH2:9]2)[CH:5]=[CH:4][N:3]=1.[CH3:15][O:16][C:17]1[CH:18]=[C:19]([NH2:29])[CH:20]=[CH:21][C:22]=1[N:23]1[CH:27]=[C:26]([CH3:28])[N:25]=[CH:24]1, predict the reaction product. The product is: [CH3:15][O:16][C:17]1[CH:18]=[C:19]([NH:29][C:2]2[N:7]=[C:6]([N:8]3[CH2:13][CH2:12][CH:11]([OH:14])[CH2:10][CH2:9]3)[CH:5]=[CH:4][N:3]=2)[CH:20]=[CH:21][C:22]=1[N:23]1[CH:27]=[C:26]([CH3:28])[N:25]=[CH:24]1.